Dataset: Catalyst prediction with 721,799 reactions and 888 catalyst types from USPTO. Task: Predict which catalyst facilitates the given reaction. (1) Reactant: [NH2:1][C:2]1[CH:7]=[CH:6][C:5]([O:8][CH3:9])=[CH:4][C:3]=1[S:10]([NH2:13])(=[O:12])=[O:11].Cl.[CH:15](N)=N.C(N(CC)CC)C. Product: [CH3:9][O:8][C:5]1[CH:6]=[CH:7][C:2]2[NH:1][CH:15]=[N:13][S:10](=[O:11])(=[O:12])[C:3]=2[CH:4]=1. The catalyst class is: 11. (2) Reactant: Cl[C:2]1[C:7]([C:8]#[N:9])=[CH:6][N:5]=[CH:4][C:3]=1[I:10].[Cl:11][C:12]1[CH:18]=[CH:17][C:16]([OH:19])=[CH:15][C:13]=1[NH2:14].C([O-])(O)=O.[Na+]. Product: [Cl:11][C:12]1[CH:18]=[CH:17][C:16]([OH:19])=[CH:15][C:13]=1[NH:14][C:2]1[C:7]([C:8]#[N:9])=[CH:6][N:5]=[CH:4][C:3]=1[I:10]. The catalyst class is: 14. (3) Reactant: [NH2:1][C:2]1[C:12]([Cl:13])=[C:11]([CH:14]=O)[C:10]([C:16]([F:19])([F:18])[F:17])=[CH:9][C:3]=1[C:4]([O:6][CH2:7][CH3:8])=[O:5].[CH2:20]([N:22]([C@H:30]1[CH2:35][CH2:34][CH2:33][NH:32][CH2:31]1)[C:23](=[O:29])[O:24][C:25]([CH3:28])([CH3:27])[CH3:26])[CH3:21]. Product: [NH2:1][C:2]1[C:12]([Cl:13])=[C:11]([CH2:14][N:32]2[CH2:33][CH2:34][CH2:35][C@H:30]([N:22]([CH2:20][CH3:21])[C:23]([O:24][C:25]([CH3:27])([CH3:26])[CH3:28])=[O:29])[CH2:31]2)[C:10]([C:16]([F:19])([F:18])[F:17])=[CH:9][C:3]=1[C:4]([O:6][CH2:7][CH3:8])=[O:5]. The catalyst class is: 22. (4) Reactant: Cl[C:2]1[C:11]([C:12]([OH:14])=[O:13])=[CH:10][C:9]2[C:4](=[CH:5][CH:6]=[C:7]([Cl:15])[CH:8]=2)[N:3]=1.[CH3:16][CH2:17][CH2:18][CH:19]([NH2:23])[C:20]([OH:22])=[O:21].CC#N. Product: [C:20]([CH:19]([NH:23][C:2]1[C:11]([C:12]([OH:14])=[O:13])=[CH:10][C:9]2[C:4](=[CH:5][CH:6]=[C:7]([Cl:15])[CH:8]=2)[N:3]=1)[CH2:18][CH2:17][CH3:16])([OH:22])=[O:21]. The catalyst class is: 6. (5) Reactant: Cl[C:2]1[CH:3]=[C:4]([C:14]([NH:16][CH2:17][C:18]2[C:19](=[O:26])[NH:20][C:21]([CH3:25])=[CH:22][C:23]=2[CH3:24])=[O:15])[C:5]2[CH:10]=[N:9][N:8]([CH:11]([CH3:13])[CH3:12])[C:6]=2[N:7]=1.C(O)C. Product: [CH3:24][C:23]1[CH:22]=[C:21]([CH3:25])[NH:20][C:19](=[O:26])[C:18]=1[CH2:17][NH:16][C:14]([C:4]1[C:5]2[CH:10]=[N:9][N:8]([CH:11]([CH3:13])[CH3:12])[C:6]=2[N:7]=[CH:2][CH:3]=1)=[O:15]. The catalyst class is: 354.